This data is from Merck oncology drug combination screen with 23,052 pairs across 39 cell lines. The task is: Regression. Given two drug SMILES strings and cell line genomic features, predict the synergy score measuring deviation from expected non-interaction effect. (1) Cell line: KPL1. Drug 1: CCC1=CC2CN(C1)Cc1c([nH]c3ccccc13)C(C(=O)OC)(c1cc3c(cc1OC)N(C)C1C(O)(C(=O)OC)C(OC(C)=O)C4(CC)C=CCN5CCC31C54)C2. Synergy scores: synergy=-4.80. Drug 2: CS(=O)(=O)CCNCc1ccc(-c2ccc3ncnc(Nc4ccc(OCc5cccc(F)c5)c(Cl)c4)c3c2)o1. (2) Drug 1: CC1CC2C3CCC4=CC(=O)C=CC4(C)C3(F)C(O)CC2(C)C1(O)C(=O)CO. Drug 2: C#Cc1cccc(Nc2ncnc3cc(OCCOC)c(OCCOC)cc23)c1. Cell line: A2058. Synergy scores: synergy=-18.8. (3) Drug 1: O=C(O)C1(Cc2cccc(Nc3nccs3)n2)CCC(Oc2cccc(Cl)c2F)CC1. Drug 2: C#Cc1cccc(Nc2ncnc3cc(OCCOC)c(OCCOC)cc23)c1. Cell line: OCUBM. Synergy scores: synergy=4.18. (4) Drug 1: O=P1(N(CCCl)CCCl)NCCCO1. Drug 2: NC(=O)c1cccc2cn(-c3ccc(C4CCCNC4)cc3)nc12. Cell line: HT29. Synergy scores: synergy=8.71. (5) Drug 1: CC(=O)OC1C(=O)C2(C)C(O)CC3OCC3(OC(C)=O)C2C(OC(=O)c2ccccc2)C2(O)CC(OC(=O)C(O)C(NC(=O)c3ccccc3)c3ccccc3)C(C)=C1C2(C)C. Drug 2: N#Cc1ccc(Cn2cncc2CN2CCN(c3cccc(Cl)c3)C(=O)C2)cc1. Cell line: T47D. Synergy scores: synergy=10.9. (6) Drug 1: CN1C(=O)C=CC2(C)C3CCC4(C)C(NC(=O)OCC(F)(F)F)CCC4C3CCC12. Drug 2: C=CCn1c(=O)c2cnc(Nc3ccc(N4CCN(C)CC4)cc3)nc2n1-c1cccc(C(C)(C)O)n1. Cell line: A427. Synergy scores: synergy=18.0. (7) Drug 1: CCN(CC)CCNC(=O)c1c(C)[nH]c(C=C2C(=O)Nc3ccc(F)cc32)c1C. Drug 2: NC1CCCCC1N.O=C(O)C(=O)O.[Pt+2]. Cell line: UACC62. Synergy scores: synergy=-8.76.